This data is from Reaction yield outcomes from USPTO patents with 853,638 reactions. The task is: Predict the reaction yield, written as a fraction of the theoretical maximum amount of product (1.0 means a 100% yield; for example, 0.34 means a 34% yield). (1) The reactants are [Br:1][C:2]1[CH:3]=[C:4]([CH:6]=[CH:7][C:8]=1[O:9][C:10]([F:13])([F:12])[F:11])[NH2:5].[C:14]([O:18][C:19](O[C:19]([O:18][C:14]([CH3:17])([CH3:16])[CH3:15])=[O:20])=[O:20])([CH3:17])([CH3:16])[CH3:15]. The catalyst is O1CCOCC1. The product is [C:14]([O:18][C:19](=[O:20])[NH:5][C:4]1[CH:6]=[CH:7][C:8]([O:9][C:10]([F:11])([F:12])[F:13])=[C:2]([Br:1])[CH:3]=1)([CH3:17])([CH3:16])[CH3:15]. The yield is 0.610. (2) The reactants are [C:1]([C:5]1[O:9][N:8]=[C:7]([NH:10][C:11]([NH:13][C:14]2[CH:19]=[CH:18][CH:17]=[C:16]([O:20][C:21]3[C:30]4[C:25](=[CH:26][C:27]([O:32][CH3:33])=[C:28]([OH:31])[CH:29]=4)[N:24]=[CH:23][N:22]=3)[CH:15]=2)=[O:12])[CH:6]=1)([CH3:4])([CH3:3])[CH3:2].[CH2:34]([CH:36]1[O:38][CH2:37]1)Cl. No catalyst specified. The product is [C:1]([C:5]1[O:9][N:8]=[C:7]([NH:10][C:11]([NH:13][C:14]2[CH:19]=[CH:18][CH:17]=[C:16]([O:20][C:21]3[C:30]4[C:25](=[CH:26][C:27]([O:32][CH3:33])=[C:28]([O:31][CH2:34][C@H:36]5[CH2:37][O:38]5)[CH:29]=4)[N:24]=[CH:23][N:22]=3)[CH:15]=2)=[O:12])[CH:6]=1)([CH3:4])([CH3:2])[CH3:3]. The yield is 0.440. (3) The reactants are [Br:1][C:2]1[CH:3]=[C:4]2[C:8](=[CH:9][CH:10]=1)[NH:7][C:6](=[O:11])[CH2:5]2.[CH2:12]([N:14]([CH2:29][CH3:30])[CH2:15][CH2:16][NH:17][C:18]([C:20]1[C:24]([CH3:25])=[C:23]([CH:26]=O)[NH:22][C:21]=1[CH3:28])=[O:19])[CH3:13]. No catalyst specified. The product is [CH2:29]([N:14]([CH2:12][CH3:13])[CH2:15][CH2:16][NH:17][C:18]([C:20]1[C:24]([CH3:25])=[C:23]([CH:26]=[C:5]2[C:4]3[C:8](=[CH:9][CH:10]=[C:2]([Br:1])[CH:3]=3)[NH:7][C:6]2=[O:11])[NH:22][C:21]=1[CH3:28])=[O:19])[CH3:30]. The yield is 0.260.